From a dataset of Reaction yield outcomes from USPTO patents with 853,638 reactions. Predict the reaction yield, written as a fraction of the theoretical maximum amount of product (1.0 means a 100% yield; for example, 0.34 means a 34% yield). (1) The reactants are Cl[C:2]1[N:3]=[N:4][C:5]([CH2:8][O:9][C:10]2[CH:15]=[CH:14][C:13]([S:16]([CH3:19])(=[O:18])=[O:17])=[CH:12][CH:11]=2)=[CH:6][CH:7]=1.CC1(C)C(C)(C)OB([C:28]2[CH2:29][CH2:30][N:31]([C:34]([O:36][C:37]([CH3:40])([CH3:39])[CH3:38])=[O:35])[CH2:32][CH:33]=2)O1.C(=O)([O-])[O-].[Cs+].[Cs+].O. The catalyst is CN(C)C=O.C1C=CC([P]([Pd]([P](C2C=CC=CC=2)(C2C=CC=CC=2)C2C=CC=CC=2)([P](C2C=CC=CC=2)(C2C=CC=CC=2)C2C=CC=CC=2)[P](C2C=CC=CC=2)(C2C=CC=CC=2)C2C=CC=CC=2)(C2C=CC=CC=2)C2C=CC=CC=2)=CC=1. The product is [CH3:19][S:16]([C:13]1[CH:14]=[CH:15][C:10]([O:9][CH2:8][C:5]2[N:4]=[N:3][C:2]([C:28]3[CH2:33][CH2:32][N:31]([C:34]([O:36][C:37]([CH3:40])([CH3:39])[CH3:38])=[O:35])[CH2:30][CH:29]=3)=[CH:7][CH:6]=2)=[CH:11][CH:12]=1)(=[O:18])=[O:17]. The yield is 0.140. (2) The reactants are [F:1][C:2]1[CH:3]=[C:4]([CH:8]=[CH:9][C:10]=1[C:11]([F:14])([F:13])[F:12])[C:5](O)=[O:6].B.Cl. The product is [F:1][C:2]1[CH:3]=[C:4]([CH:8]=[CH:9][C:10]=1[C:11]([F:12])([F:13])[F:14])[CH2:5][OH:6]. The yield is 0.940. The catalyst is O1CCCC1. (3) The reactants are [CH3:1][N:2]1[CH:6]=[CH:5][N:4]=[CH:3]1.[Br-:7].[Br:8][CH2:9][CH2:10][CH2:11][P+:12]([C:25]1[CH:30]=[CH:29][CH:28]=[CH:27][CH:26]=1)([C:19]1[CH:24]=[CH:23][CH:22]=[CH:21][CH:20]=1)[C:13]1[CH:18]=[CH:17][CH:16]=[CH:15][CH:14]=1. The catalyst is C(O)C. The product is [Br-:8].[CH3:1][N:2]1[CH:6]=[CH:5][N+:4]([CH2:9][CH2:10][CH2:11][P+:12]([C:25]2[CH:30]=[CH:29][CH:28]=[CH:27][CH:26]=2)([C:13]2[CH:14]=[CH:15][CH:16]=[CH:17][CH:18]=2)[C:19]2[CH:24]=[CH:23][CH:22]=[CH:21][CH:20]=2)=[CH:3]1.[Br-:7]. The yield is 0.320. (4) The reactants are Cl.Cl.[F:3][C:4]1[CH:5]=[C:6]([C:10]2([CH2:16][CH2:17][N:18]3[CH:23]4[CH2:24][CH2:25][CH:19]3[CH2:20][CH:21]([N:26]3[C:30]5[CH:31]=[CH:32][CH:33]=[CH:34][C:29]=5[N:28]=[C:27]3[CH3:35])[CH2:22]4)[CH2:15][CH2:14][NH:13][CH2:12][CH2:11]2)[CH:7]=[CH:8][CH:9]=1.C(N(CC)C(C)C)(C)C.[Cl:45][C:46]1[C:54]([S:55]([NH:58][CH3:59])(=[O:57])=[O:56])=[CH:53][CH:52]=[C:51]([Cl:60])[C:47]=1[C:48](O)=[O:49].F[P-](F)(F)(F)(F)F.N1(OC(N(C)C)=[N+](C)C)C2N=CC=CC=2N=N1. The catalyst is CN(C)C=O. The product is [Cl:45][C:46]1[C:47]([C:48]([N:13]2[CH2:12][CH2:11][C:10]([C:6]3[CH:7]=[CH:8][CH:9]=[C:4]([F:3])[CH:5]=3)([CH2:16][CH2:17][N:18]3[CH:23]4[CH2:24][CH2:25][CH:19]3[CH2:20][CH:21]([N:26]3[C:30]5[CH:31]=[CH:32][CH:33]=[CH:34][C:29]=5[N:28]=[C:27]3[CH3:35])[CH2:22]4)[CH2:15][CH2:14]2)=[O:49])=[C:51]([Cl:60])[CH:52]=[CH:53][C:54]=1[S:55]([NH:58][CH3:59])(=[O:57])=[O:56]. The yield is 0.220. (5) The reactants are NC1N=CN=C(O[C:23]2[CH:22]=CC(NC(NC(=O)CC3C=[CH:25][C:24]([F:27])=[CH:23][CH:22]=3)=S)=[CH:25][C:24]=2[F:27])C=1.C([N:32]([CH2:35][CH3:36])[CH2:33][CH3:34])C.[NH2:37][C:38]1[CH:43]=[CH:42][C:41]([OH:44])=[C:40]([F:45])[CH:39]=1.F[P-](F)(F)(F)(F)F.N1([O:62][P+](N(C)C)(N(C)C)N(C)C)C2C=CC=CC=2N=N1.CN(C)[CH:75]=[O:76]. No catalyst specified. The product is [F:45][C:40]1[CH:39]=[C:38]([NH:37][C:75](=[O:76])[CH2:36][C:35]([NH:32][C:33]2[CH:34]=[CH:25][C:24]([F:27])=[CH:23][CH:22]=2)=[O:62])[CH:43]=[CH:42][C:41]=1[OH:44]. The yield is 0.690. (6) The reactants are [Cl:1][C:2]1[CH:7]=[CH:6][CH:5]=[CH:4][C:3]=1[N:8]1[C:16]2[NH:15][CH2:14][CH2:13][CH2:12][C:11]=2[CH:10]=[C:9]1[C:17]1[CH:22]=[CH:21][C:20]([O:23][CH3:24])=[CH:19][CH:18]=1.[Cl:25][C:26]1[CH:27]=[C:28]([CH:32]=[CH:33][CH:34]=1)[C:29](Cl)=[O:30]. The catalyst is ClCCl. The product is [Cl:25][C:26]1[CH:27]=[C:28]([CH:32]=[CH:33][CH:34]=1)[C:29]([CH:13]1[CH2:12][C:11]2[CH:10]=[C:9]([C:17]3[CH:18]=[CH:19][C:20]([O:23][CH3:24])=[CH:21][CH:22]=3)[N:8]([C:3]3[CH:4]=[CH:5][CH:6]=[CH:7][C:2]=3[Cl:1])[C:16]=2[NH:15][CH2:14]1)=[O:30]. The yield is 0.740.